From a dataset of Peptide-MHC class II binding affinity with 134,281 pairs from IEDB. Regression. Given a peptide amino acid sequence and an MHC pseudo amino acid sequence, predict their binding affinity value. This is MHC class II binding data. (1) The peptide sequence is SCFEIKCTKPEACSG. The MHC is HLA-DPA10201-DPB10101 with pseudo-sequence HLA-DPA10201-DPB10101. The binding affinity (normalized) is 0.345. (2) The peptide sequence is KRWIILGLNKIVRMYSPTSI. The MHC is DRB3_0202 with pseudo-sequence DRB3_0202. The binding affinity (normalized) is 0.667.